Task: Predict the reaction yield, written as a fraction of the theoretical maximum amount of product (1.0 means a 100% yield; for example, 0.34 means a 34% yield).. Dataset: Reaction yield outcomes from USPTO patents with 853,638 reactions (1) The reactants are [C:1]([Si:5]([CH3:18])([CH3:17])[O:6][C:7]1[CH:8]=[CH:9][C:10]2[O:15][CH2:14][CH2:13][NH:12][C:11]=2[CH:16]=1)([CH3:4])([CH3:3])[CH3:2].Br[C:20]1[CH:21]=[N:22][C:23]([O:28][CH3:29])=[C:24]([CH:27]=1)[C:25]#[N:26].CC([O-])(C)C.[Na+]. The catalyst is C1(C)C=CC=CC=1.C1C=CC(/C=C/C(/C=C/C2C=CC=CC=2)=O)=CC=1.C1C=CC(/C=C/C(/C=C/C2C=CC=CC=2)=O)=CC=1.C1C=CC(/C=C/C(/C=C/C2C=CC=CC=2)=O)=CC=1.[Pd].[Pd].CC(C1C=C(C(C)C)C(C2C=CC=CC=2P(C2CCCCC2)C2CCCCC2)=C(C(C)C)C=1)C. The product is [C:1]([Si:5]([CH3:18])([CH3:17])[O:6][C:7]1[CH:8]=[CH:9][C:10]2[O:15][CH2:14][CH2:13][N:12]([C:20]3[CH:21]=[N:22][C:23]([O:28][CH3:29])=[C:24]([CH:27]=3)[C:25]#[N:26])[C:11]=2[CH:16]=1)([CH3:4])([CH3:3])[CH3:2]. The yield is 0.770. (2) The reactants are [CH3:1][C:2]1[C:16](=[O:17])[N:15]=[C:14]2[N:4]([C@@H:5]3[O:9][C@H:8]([CH2:10][OH:11])[C@@H:7]([OH:12])[C@@H:6]3[O:13]2)[CH:3]=1.[CH3:18][O:19][CH2:20][CH2:21][O:22]B([O:22][CH2:21][CH2:20][O:19][CH3:18])[O:22][CH2:21][CH2:20][O:19][CH3:18]. The catalyst is COCCO. The product is [CH3:18][O:19][CH2:20][CH2:21][O:22][C@@H:6]1[C@H:7]([OH:12])[C@@H:8]([CH2:10][OH:11])[O:9][C@H:5]1[N:4]1[CH:3]=[C:2]([CH3:1])[C:16](=[O:17])[NH:15][C:14]1=[O:13]. The yield is 0.630. (3) The reactants are B(Br)(Br)Br.C[O:6][C:7]1[CH:12]=[CH:11][C:10]([C:13]2[C:17]3[CH2:18][C:19]4[S:20][C:21]([C:24]5[CH:25]=[CH:26][C:27]([NH2:30])=[N:28][CH:29]=5)=[CH:22][C:23]=4[C:16]=3[NH:15][N:14]=2)=[CH:9][CH:8]=1. The catalyst is C(Cl)Cl. The product is [NH2:30][C:27]1[N:28]=[CH:29][C:24]([C:21]2[S:20][C:19]3[CH2:18][C:17]4[C:13]([C:10]5[CH:11]=[CH:12][C:7]([OH:6])=[CH:8][CH:9]=5)=[N:14][NH:15][C:16]=4[C:23]=3[CH:22]=2)=[CH:25][CH:26]=1. The yield is 0.840.